Dataset: Forward reaction prediction with 1.9M reactions from USPTO patents (1976-2016). Task: Predict the product of the given reaction. (1) Given the reactants P(Cl)(Cl)([Cl:3])=O.[NH2:6][C:7]1[C:12]([O:13]CC2C=CC=CC=2)=[CH:11][CH:10]=[CH:9][N:8]=1.[C:21]([CH:24]1[CH2:29][CH2:28]O[C:25]1=[O:26])(=O)[CH3:22].O, predict the reaction product. The product is: [Cl:3][CH2:28][CH2:29][C:24]1[C:25](=[O:26])[N:8]2[CH:9]=[CH:10][CH:11]=[C:12]([OH:13])[C:7]2=[N:6][C:21]=1[CH3:22]. (2) Given the reactants [CH3:1][C:2]1([CH3:21])[CH2:6][C:5]2[CH:7]=[CH:8][CH:9]=[C:10]([O:11][C:12]3[C:17]([N+:18]([O-])=O)=[CH:16][CH:15]=[CH:14][N:13]=3)[C:4]=2[O:3]1, predict the reaction product. The product is: [CH3:1][C:2]1([CH3:21])[CH2:6][C:5]2[CH:7]=[CH:8][CH:9]=[C:10]([O:11][C:12]3[C:17]([NH2:18])=[CH:16][CH:15]=[CH:14][N:13]=3)[C:4]=2[O:3]1.